From a dataset of Reaction yield outcomes from USPTO patents with 853,638 reactions. Predict the reaction yield, written as a fraction of the theoretical maximum amount of product (1.0 means a 100% yield; for example, 0.34 means a 34% yield). (1) The reactants are [Si:1]([O:18][CH2:19][C@H:20]1[C@H:24]([C:25]2[CH:30]=[CH:29][C:28]([O:31][CH3:32])=[CH:27][CH:26]=2)[O:23][C:22](=[O:33])[NH:21]1)([C:14]([CH3:17])([CH3:16])[CH3:15])([C:8]1[CH:13]=[CH:12][CH:11]=[CH:10][CH:9]=1)[C:2]1[CH:7]=[CH:6][CH:5]=[CH:4][CH:3]=1.[Cl:34][C:35]1[CH:40]=[C:39](Cl)[N:38]=[C:37]([N:42]2[CH2:47][CH2:46][O:45][CH2:44][CH2:43]2)[N:36]=1.C([O-])([O-])=O.[Cs+].[Cs+].C([O-])(O)=O.[Na+]. The catalyst is O1CCOCC1.C1C=CC(/C=C/C(/C=C/C2C=CC=CC=2)=O)=CC=1.C1C=CC(/C=C/C(/C=C/C2C=CC=CC=2)=O)=CC=1.C1C=CC(/C=C/C(/C=C/C2C=CC=CC=2)=O)=CC=1.[Pd].[Pd].C1(P(C2C=CC=CC=2)C2C3OC4C(=CC=CC=4P(C4C=CC=CC=4)C4C=CC=CC=4)C(C)(C)C=3C=CC=2)C=CC=CC=1.[Ar]. The product is [Si:1]([O:18][CH2:19][C@H:20]1[C@H:24]([C:25]2[CH:26]=[CH:27][C:28]([O:31][CH3:32])=[CH:29][CH:30]=2)[O:23][C:22](=[O:33])[N:21]1[C:39]1[CH:40]=[C:35]([Cl:34])[N:36]=[C:37]([N:42]2[CH2:47][CH2:46][O:45][CH2:44][CH2:43]2)[N:38]=1)([C:14]([CH3:17])([CH3:16])[CH3:15])([C:2]1[CH:7]=[CH:6][CH:5]=[CH:4][CH:3]=1)[C:8]1[CH:9]=[CH:10][CH:11]=[CH:12][CH:13]=1. The yield is 0.940. (2) The reactants are [C:1]([C:5]1[O:9][N:8]=[C:7]([NH:10][C:11](=[O:45])[NH:12][C:13]2[CH:14]=[C:15]([CH:42]=[CH:43][CH:44]=2)[O:16][C:17]2[C:26]3[C:21](=[CH:22][C:23]([O:40][CH3:41])=[C:24]([O:27][C@H:28]4[CH2:32][CH2:31][N:30](C(OC(C)(C)C)=O)[CH2:29]4)[CH:25]=3)[N:20]=[CH:19][N:18]=2)[CH:6]=1)([CH3:4])([CH3:3])[CH3:2].[ClH:46].O1CCOCC1. No catalyst specified. The product is [ClH:46].[ClH:46].[C:1]([C:5]1[O:9][N:8]=[C:7]([NH:10][C:11]([NH:12][C:13]2[CH:44]=[CH:43][CH:42]=[C:15]([O:16][C:17]3[C:26]4[C:21](=[CH:22][C:23]([O:40][CH3:41])=[C:24]([O:27][C@H:28]5[CH2:32][CH2:31][NH:30][CH2:29]5)[CH:25]=4)[N:20]=[CH:19][N:18]=3)[CH:14]=2)=[O:45])[CH:6]=1)([CH3:4])([CH3:2])[CH3:3]. The yield is 0.910. (3) The reactants are C(Cl)CCl.[CH3:5][NH:6][CH2:7][C:8]1[NH:9][C:10]2[C:15]([C:16]=1[CH3:17])=[CH:14][CH:13]=[CH:12][CH:11]=2.Cl.C[C:20]1([CH3:37])[CH2:26][O:25][C:24]2[CH:27]=[C:28](/[CH:31]=[CH:32]/[C:33]([OH:35])=O)[CH:29]=[N:30][C:23]=2[NH:22][C:21]1=[O:36].C1C=CC2N(O)N=NC=2C=1.CCN(C(C)C)C(C)C. The catalyst is CN(C=O)C.O. The product is [CH3:37][C:20]1([CH3:26])[O:25][C:24]2[CH:27]=[C:28](/[CH:31]=[CH:32]/[C:33]([N:6]([CH3:5])[CH2:7][C:8]3[NH:9][C:10]4[C:15]([C:16]=3[CH3:17])=[CH:14][CH:13]=[CH:12][CH:11]=4)=[O:35])[CH:29]=[N:30][C:23]=2[NH:22][C:21]1=[O:36]. The yield is 0.790.